Dataset: Full USPTO retrosynthesis dataset with 1.9M reactions from patents (1976-2016). Task: Predict the reactants needed to synthesize the given product. (1) Given the product [F:4][C:5]1[C:6]([C:18]([F:21])([F:20])[F:19])=[C:7]([C:11]2[CH:16]=[CH:15][N:14]=[C:13]([C:1]#[N:3])[CH:12]=2)[CH:8]=[CH:9][CH:10]=1, predict the reactants needed to synthesize it. The reactants are: [C:1](#[N:3])C.[F:4][C:5]1[C:6]([C:18]([F:21])([F:20])[F:19])=[C:7]([C:11]2[CH:16]=[CH:15][N+:14]([O-])=[CH:13][CH:12]=2)[CH:8]=[CH:9][CH:10]=1.C[Si](C#N)(C)C. (2) The reactants are: Cl.[C:2]([NH:5][C:6]1[CH:7]=[CH:8][C:9]([Cl:52])=[C:10]([C:12]2[CH:17]=[CH:16][CH:15]=[C:14]([CH2:18][C@H:19]([NH:34][C:35]([C@H:37]3[CH2:42][CH2:41][C@H:40]([CH2:43][NH:44]C(=O)OC(C)(C)C)[CH2:39][CH2:38]3)=[O:36])[C:20](=[O:33])[NH:21][C:22]3[CH:27]=[CH:26][C:25]([C:28]4[NH:32][N:31]=[N:30][N:29]=4)=[CH:24][CH:23]=3)[CH:13]=2)[CH:11]=1)(=[O:4])[CH3:3].C(#N)C. Given the product [ClH:52].[C:2]([NH:5][C:6]1[CH:7]=[CH:8][C:9]([Cl:52])=[C:10]([C:12]2[CH:17]=[CH:16][CH:15]=[C:14]([CH2:18][C@H:19]([NH:34][C:35]([C@H:37]3[CH2:38][CH2:39][C@H:40]([CH2:43][NH2:44])[CH2:41][CH2:42]3)=[O:36])[C:20](=[O:33])[NH:21][C:22]3[CH:27]=[CH:26][C:25]([C:28]4[NH:32][N:31]=[N:30][N:29]=4)=[CH:24][CH:23]=3)[CH:13]=2)[CH:11]=1)(=[O:4])[CH3:3], predict the reactants needed to synthesize it. (3) Given the product [CH:9]12[CH:8]=[CH:14][CH:13]([CH:12]3[CH:10]1[CH2:11]3)[CH:4]1[CH:3]2[C:2](=[O:7])[O:1][C:5]1=[O:6], predict the reactants needed to synthesize it. The reactants are: [O:1]1[C:5](=[O:6])[CH:4]=[CH:3][C:2]1=[O:7].[CH:8]1[CH2:14][CH:13]=[CH:12][CH:11]=[CH:10][CH:9]=1. (4) Given the product [Cl:29][C:24]1[CH:23]=[C:22]([CH:21]2[CH2:20][CH2:19][NH:18][CH2:17][CH:16]2[NH:15][C:2]2[C:3]3[N:11]=[CH:10][CH:9]=[C:8]([C:12]([NH2:14])=[O:13])[C:4]=3[N:5]=[CH:6][N:7]=2)[CH:27]=[CH:26][C:25]=1[F:28], predict the reactants needed to synthesize it. The reactants are: O[C:2]1[C:3]2[N:11]=[CH:10][CH:9]=[C:8]([C:12]([NH2:14])=[O:13])[C:4]=2[N:5]=[CH:6][N:7]=1.[NH2:15][CH:16]1[CH:21]([C:22]2[CH:27]=[CH:26][C:25]([F:28])=[C:24]([Cl:29])[CH:23]=2)[CH2:20][CH2:19][N:18](C(OC(C)(C)C)=O)[CH2:17]1. (5) Given the product [F:1][C:2]([F:11])([F:10])[C:3]1[N:4]=[CH:5][C:6]([C:20](=[O:22])[CH3:21])=[CH:7][CH:8]=1, predict the reactants needed to synthesize it. The reactants are: [F:1][C:2]([F:11])([F:10])[C:3]1[CH:8]=[CH:7][C:6](Br)=[CH:5][N:4]=1.[Li]C(CC)C.CNN(NC)[C:20](=[O:22])[CH3:21].O.